Dataset: Catalyst prediction with 721,799 reactions and 888 catalyst types from USPTO. Task: Predict which catalyst facilitates the given reaction. (1) Reactant: I[C:2]1[C:10]2[C:5](=[CH:6][CH:7]=[CH:8][CH:9]=2)[N:4]([C:11]2[N:19]=[C:18]3[C:14]([N:15]=[C:16]([CH2:21][N:22]4[CH2:27][CH2:26][CH:25]([C:28]([OH:31])([CH3:30])[CH3:29])[CH2:24][CH2:23]4)[N:17]3[CH3:20])=[C:13]([N:32]3[CH2:37][CH2:36][O:35][CH2:34][CH2:33]3)[N:12]=2)[N:3]=1.C1(P(C2C=CC=CC=2)C2C3OC4C(=CC=CC=4P(C4C=CC=CC=4)C4C=CC=CC=4)C(C)(C)C=3C=CC=2)C=CC=CC=1.C(=O)([O-])[O-].[Cs+].[Cs+].[C:86](=[NH:99])([C:93]1[CH:98]=[CH:97][CH:96]=[CH:95][CH:94]=1)[C:87]1[CH:92]=[CH:91][CH:90]=[CH:89][CH:88]=1. Product: [C:87]1([C:86](=[N:99][C:2]2[C:10]3[C:5](=[CH:6][CH:7]=[CH:8][CH:9]=3)[N:4]([C:11]3[N:19]=[C:18]4[C:14]([N:15]=[C:16]([CH2:21][N:22]5[CH2:27][CH2:26][CH:25]([C:28]([OH:31])([CH3:30])[CH3:29])[CH2:24][CH2:23]5)[N:17]4[CH3:20])=[C:13]([N:32]4[CH2:37][CH2:36][O:35][CH2:34][CH2:33]4)[N:12]=3)[N:3]=2)[C:93]2[CH:94]=[CH:95][CH:96]=[CH:97][CH:98]=2)[CH:92]=[CH:91][CH:90]=[CH:89][CH:88]=1. The catalyst class is: 62. (2) Reactant: ClC1C=CC=C(C(OO)=O)C=1.[OH2:12].[Mn]([O-])(=O)(=O)=O.[Na+].[CH3:19][C@H:20]1[CH2:25][O:24][CH2:23][CH2:22][N:21]1[C:26]1[N:31]=[C:30]([C:32]2[CH:37]=[CH:36][C:35]([NH:38][C:39](=[O:48])[NH:40][CH2:41][C:42]3[CH:43]=[N:44][N:45]([CH3:47])[CH:46]=3)=[CH:34][CH:33]=2)[N:29]=[C:28]([CH2:49][S:50][CH2:51][CH2:52][NH:53][C:54](=[O:56])[CH3:55])[CH:27]=1.[OH2:57]. Product: [CH3:19][C@H:20]1[CH2:25][O:24][CH2:23][CH2:22][N:21]1[C:26]1[N:31]=[C:30]([C:32]2[CH:37]=[CH:36][C:35]([NH:38][C:39](=[O:48])[NH:40][CH2:41][C:42]3[CH:43]=[N:44][N:45]([CH3:47])[CH:46]=3)=[CH:34][CH:33]=2)[N:29]=[C:28]([CH2:49][S:50]([CH2:51][CH2:52][NH:53][C:54](=[O:56])[CH3:55])(=[O:57])=[O:12])[CH:27]=1. The catalyst class is: 12. (3) Reactant: [NH2:1][C@@H:2]([CH2:6][OH:7])[C:3]([OH:5])=[O:4].[OH-].[Na+].[CH3:10][O:11][C:12]1[CH:19]=[CH:18][C:15]([CH:16]=O)=[CH:14][CH:13]=1.[BH4-].[Na+]. Product: [OH:7][CH2:6][C@H:2]([NH:1][CH2:16][C:15]1[CH:18]=[CH:19][C:12]([O:11][CH3:10])=[CH:13][CH:14]=1)[C:3]([OH:5])=[O:4]. The catalyst class is: 6. (4) Reactant: [Br:1][C:2]1[CH:21]=[CH:20][C:19]([F:22])=[CH:18][C:3]=1[O:4][CH:5]1[CH2:10][CH2:9][N:8](C(OC(C)(C)C)=O)[CH2:7][CH2:6]1.Cl. Product: [Br:1][C:2]1[CH:21]=[CH:20][C:19]([F:22])=[CH:18][C:3]=1[O:4][CH:5]1[CH2:6][CH2:7][NH:8][CH2:9][CH2:10]1. The catalyst class is: 8. (5) Reactant: [C:1]1([CH2:7][CH2:8][C:9]([OH:11])=O)[CH:6]=[CH:5][CH:4]=[CH:3][CH:2]=1.C(N(C(C)C)CC)(C)C.[NH2:21][C:22]1[NH:23][C:24]2[CH:30]=[C:29]([O:31][S:32]([C:35]3[CH:40]=[CH:39][C:38]([NH:41][CH:42]4[CH2:46][CH2:45][CH2:44][CH2:43]4)=[CH:37][CH:36]=3)(=[O:34])=[O:33])[CH:28]=[CH:27][C:25]=2[N:26]=1. Product: [C:1]1([CH2:7][CH2:8][C:9]([NH:21][C:22]2[NH:26][C:25]3[CH:27]=[CH:28][C:29]([O:31][S:32]([C:35]4[CH:36]=[CH:37][C:38]([NH:41][CH:42]5[CH2:46][CH2:45][CH2:44][CH2:43]5)=[CH:39][CH:40]=4)(=[O:33])=[O:34])=[CH:30][C:24]=3[N:23]=2)=[O:11])[CH:2]=[CH:3][CH:4]=[CH:5][CH:6]=1. The catalyst class is: 9. (6) Reactant: [OH:1][CH2:2][CH2:3][CH2:4][CH2:5][NH:6][S:7]([C:10]1[CH:15]=[CH:14][C:13]([C:16]2[CH:21]=[CH:20][CH:19]=[CH:18][CH:17]=2)=[CH:12][CH:11]=1)(=[O:9])=[O:8].N1[CH:27]=[CH:26]C=CC=1.[OH2:28]. Product: [C:13]1([C:16]2[CH:21]=[CH:20][CH:19]=[CH:18][CH:17]=2)[CH:14]=[CH:15][C:10]([S:7]([NH:6][CH2:5][CH2:4][CH2:3][CH2:2][O:1][C:26](=[O:28])[CH3:27])(=[O:9])=[O:8])=[CH:11][CH:12]=1. The catalyst class is: 152. (7) Reactant: COC1C=C(OC)C=CC=1C[N:6](CC1C=CC(OC)=CC=1OC)[C:7]([C:9]1[N:10]=[CH:11][C:12]([O:15][C:16]2[C:17]3[C:21]([CH:22]=[C:23]([C:25]([NH:27][C:28]4[CH:33]=[CH:32][C:31]([CH3:34])=[CH:30][N:29]=4)=[O:26])[CH:24]=2)=[N:20][N:19]([CH2:35][CH3:36])[CH:18]=3)=[N:13][CH:14]=1)=[O:8].C([SiH](CC)CC)C.FC(F)(F)C(O)=O. Product: [C:7]([C:9]1[N:10]=[CH:11][C:12]([O:15][C:16]2[C:17]3[C:21]([CH:22]=[C:23]([C:25]([NH:27][C:28]4[CH:33]=[CH:32][C:31]([CH3:34])=[CH:30][N:29]=4)=[O:26])[CH:24]=2)=[N:20][N:19]([CH2:35][CH3:36])[CH:18]=3)=[N:13][CH:14]=1)(=[O:8])[NH2:6]. The catalyst class is: 4.